This data is from Peptide-MHC class II binding affinity with 134,281 pairs from IEDB. The task is: Regression. Given a peptide amino acid sequence and an MHC pseudo amino acid sequence, predict their binding affinity value. This is MHC class II binding data. (1) The peptide sequence is LEASMLLDNMEVRGG. The MHC is HLA-DQA10201-DQB10402 with pseudo-sequence HLA-DQA10201-DQB10402. The binding affinity (normalized) is 0. (2) The peptide sequence is GLCAFLATRIFGRRS. The MHC is HLA-DQA10501-DQB10402 with pseudo-sequence HLA-DQA10501-DQB10402. The binding affinity (normalized) is 0.689. (3) The binding affinity (normalized) is 0.450. The peptide sequence is PQVKYAVFEAALTKA. The MHC is DRB1_0401 with pseudo-sequence DRB1_0401. (4) The peptide sequence is CDCDDKFYDCLKNSADTI. The MHC is DRB1_1501 with pseudo-sequence DRB1_1501. The binding affinity (normalized) is 0. (5) The peptide sequence is DFDGRSEFAYGSFVR. The MHC is DRB1_0701 with pseudo-sequence DRB1_0701. The binding affinity (normalized) is 0.143. (6) The peptide sequence is EVAFGLVCATCEQIA. The MHC is DRB1_0101 with pseudo-sequence DRB1_0101. The binding affinity (normalized) is 0.209. (7) The peptide sequence is GLGHDFLRDPRICCE. The MHC is DRB1_0101 with pseudo-sequence DRB1_0101. The binding affinity (normalized) is 0.244.